Dataset: Full USPTO retrosynthesis dataset with 1.9M reactions from patents (1976-2016). Task: Predict the reactants needed to synthesize the given product. (1) Given the product [F:13][C:10]1[CH:11]=[CH:12][C:7]([N:5]2[CH:6]=[C:2]([C:22]3[CH:23]=[CH:24][C:25]4[CH2:32][C@H:31]5[C@:33]6([CH2:37][N:36]([CH2:38][C:39]([F:42])([F:41])[F:40])[S:35](=[O:43])(=[O:44])[NH:34]6)[C@H:28]([CH2:29][CH2:30]5)[CH2:27][C:26]=4[CH:45]=3)[N:3]=[CH:4]2)=[CH:8][CH:9]=1, predict the reactants needed to synthesize it. The reactants are: Br[C:2]1[N:3]=[CH:4][N:5]([C:7]2[CH:12]=[CH:11][C:10]([F:13])=[CH:9][CH:8]=2)[CH:6]=1.CC1(C)C(C)(C)OB([C:22]2[CH:23]=[CH:24][C:25]3[CH2:32][C@H:31]4[C@:33]5([CH2:37][N:36]([CH2:38][C:39]([F:42])([F:41])[F:40])[S:35](=[O:44])(=[O:43])[NH:34]5)[C@H:28]([CH2:29][CH2:30]4)[CH2:27][C:26]=3[CH:45]=2)O1.C(=O)([O-])[O-].[Cs+].[Cs+]. (2) The reactants are: [Si:1]([O:18][CH2:19][C:20]1[C:25]([N:26]2[CH2:31][C@H:30]([CH3:32])[O:29][C@H:28]([CH3:33])[CH2:27]2)=[C:24]([Cl:34])[C:23]([F:35])=[CH:22][N:21]=1)([C:14]([CH3:17])([CH3:16])[CH3:15])([C:8]1[CH:13]=[CH:12][CH:11]=[CH:10][CH:9]=1)[C:2]1[CH:7]=[CH:6][CH:5]=[CH:4][CH:3]=1.[CH3:36][C:37]1[S:41][C:40]([CH:42]=[O:43])=[N:39][CH:38]=1. Given the product [Si:1]([O:18][CH2:19][C:20]1[N:21]=[C:22]([CH:42]([C:40]2[S:41][C:37]([CH3:36])=[CH:38][N:39]=2)[OH:43])[C:23]([F:35])=[C:24]([Cl:34])[C:25]=1[N:26]1[CH2:31][C@H:30]([CH3:32])[O:29][C@H:28]([CH3:33])[CH2:27]1)([C:14]([CH3:17])([CH3:15])[CH3:16])([C:8]1[CH:13]=[CH:12][CH:11]=[CH:10][CH:9]=1)[C:2]1[CH:3]=[CH:4][CH:5]=[CH:6][CH:7]=1, predict the reactants needed to synthesize it. (3) The reactants are: Cl[C:2]1[N:7]=[CH:6][N:5]=[C:4]([NH:8][C:9]2[CH:14]=[CH:13][C:12]([O:15][CH3:16])=[CH:11][C:10]=2[O:17][CH3:18])[CH:3]=1.[CH3:19][N:20]1[CH2:25][CH2:24][N:23]([C:26]2[CH:32]=[CH:31][C:29]([NH2:30])=[CH:28][CH:27]=2)[CH2:22][CH2:21]1. Given the product [CH3:18][O:17][C:10]1[CH:11]=[C:12]([O:15][CH3:16])[CH:13]=[CH:14][C:9]=1[NH:8][C:4]1[CH:3]=[C:2]([NH:30][C:29]2[CH:28]=[CH:27][C:26]([N:23]3[CH2:22][CH2:21][N:20]([CH3:19])[CH2:25][CH2:24]3)=[CH:32][CH:31]=2)[N:7]=[CH:6][N:5]=1, predict the reactants needed to synthesize it.